Task: Predict which catalyst facilitates the given reaction.. Dataset: Catalyst prediction with 721,799 reactions and 888 catalyst types from USPTO (1) Reactant: [CH3:1][O:2][C:3]1[N:8]=[CH:7][C:6]([OH:9])=[CH:5][CH:4]=1.CN(C=O)C.CC(C)([O-])C.[K+].[CH3:21][O:22][CH:23](Cl)Cl. Product: [CH3:1][O:2][C:3]1[CH:4]=[CH:5][C:6]([O:9][CH2:21][O:22][CH3:23])=[CH:7][N:8]=1. The catalyst class is: 56. (2) Reactant: [C:1]([NH:4][C:5]1[CH:10]=[CH:9][C:8]([OH:11])=[CH:7][CH:6]=1)(=[O:3])[CH3:2].C(O)C.[OH-].[K+].[CH3:17][CH:18]([O:20][C:21](=[O:33])[CH:22]([O:29][C:30](Cl)=[O:31])[O:23][C:24](=[O:28])[CH:25]([CH3:27])[CH3:26])[CH3:19]. Product: [CH3:19][CH:18]([O:20][C:21](=[O:33])[CH:22]([O:23][C:24](=[O:28])[CH:25]([CH3:27])[CH3:26])[O:29][C:30]([O:11][C:8]1[CH:9]=[CH:10][C:5]([NH:4][C:1](=[O:3])[CH3:2])=[CH:6][CH:7]=1)=[O:31])[CH3:17]. The catalyst class is: 4. (3) Reactant: [O:1]=[C:2]1[C:8]2[CH:9]=[CH:10][CH:11]=[CH:12][C:7]=2[CH2:6][CH2:5][CH:4]([C:13]([O:15][C:16]([CH3:19])([CH3:18])[CH3:17])=[O:14])[NH:3]1.F[B-](F)(F)F.[CH3:25][O+](C)C. Product: [CH3:25][O:1][C:2]1[C:8]2[CH:9]=[CH:10][CH:11]=[CH:12][C:7]=2[CH2:6][CH2:5][CH:4]([C:13]([O:15][C:16]([CH3:19])([CH3:18])[CH3:17])=[O:14])[N:3]=1. The catalyst class is: 4. (4) Reactant: C[O:2][C:3](=[O:72])[CH2:4][NH:5][C:6](=[O:71])[C@H:7]([NH:11][C:12](=[O:70])[C@H:13]([NH:35][C:36](=[O:69])[C@H:37]([NH:39][C:40](=[O:68])[CH2:41][C@H:42]([OH:67])/[CH:43]=[CH:44]/[CH2:45][CH2:46][S:47][C:48]([C:61]1[CH:66]=[CH:65][CH:64]=[CH:63][CH:62]=1)([C:55]1[CH:60]=[CH:59][CH:58]=[CH:57][CH:56]=1)[C:49]1[CH:54]=[CH:53][CH:52]=[CH:51][CH:50]=1)[CH3:38])[CH2:14][S:15][C:16]([C:29]1[CH:34]=[CH:33][CH:32]=[CH:31][CH:30]=1)([C:23]1[CH:28]=[CH:27][CH:26]=[CH:25][CH:24]=1)[C:17]1[CH:22]=[CH:21][CH:20]=[CH:19][CH:18]=1)[CH:8]([CH3:10])[CH3:9].[Li+].[OH-].OS([O-])(=O)=O.[K+]. Product: [OH:67][C@H:42](/[CH:43]=[CH:44]/[CH2:45][CH2:46][S:47][C:48]([C:55]1[CH:56]=[CH:57][CH:58]=[CH:59][CH:60]=1)([C:61]1[CH:66]=[CH:65][CH:64]=[CH:63][CH:62]=1)[C:49]1[CH:54]=[CH:53][CH:52]=[CH:51][CH:50]=1)[CH2:41][C:40]([NH:39][C@H:37]([CH3:38])[C:36]([NH:35][C@H:13]([CH2:14][S:15][C:16]([C:17]1[CH:18]=[CH:19][CH:20]=[CH:21][CH:22]=1)([C:23]1[CH:24]=[CH:25][CH:26]=[CH:27][CH:28]=1)[C:29]1[CH:34]=[CH:33][CH:32]=[CH:31][CH:30]=1)[C:12]([NH:11][C@H:7]([CH:8]([CH3:9])[CH3:10])[C:6]([NH:5][CH2:4][C:3]([OH:72])=[O:2])=[O:71])=[O:70])=[O:69])=[O:68]. The catalyst class is: 20. (5) Product: [F:5][C:6]1[CH:11]=[C:10]([I:12])[CH:9]=[CH:8][C:7]=1[NH:13][C:14]1[N:15]([CH3:48])[C:16](=[O:47])[C:17]([CH3:46])=[C:18]2[C:23]=1[C:22](=[O:24])[NH:21][C:20](=[O:34])[N:19]2[C:35]1[CH:36]=[C:37]([CH2:41][CH2:42][C:43]([NH2:45])=[O:44])[CH:38]=[CH:39][CH:40]=1. Reactant: [Cl-].[Al+3].[Cl-].[Cl-].[F:5][C:6]1[CH:11]=[C:10]([I:12])[CH:9]=[CH:8][C:7]=1[NH:13][C:14]1[N:15]([CH3:48])[C:16](=[O:47])[C:17]([CH3:46])=[C:18]2[C:23]=1[C:22](=[O:24])[N:21](CC1C=CC(OC)=CC=1)[C:20](=[O:34])[N:19]2[C:35]1[CH:36]=[C:37]([CH2:41][CH2:42][C:43]([NH2:45])=[O:44])[CH:38]=[CH:39][CH:40]=1. The catalyst class is: 520.